Dataset: Peptide-MHC class II binding affinity with 134,281 pairs from IEDB. Task: Regression. Given a peptide amino acid sequence and an MHC pseudo amino acid sequence, predict their binding affinity value. This is MHC class II binding data. (1) The peptide sequence is YDKFLMNVSTVLTGK. The MHC is DRB1_1101 with pseudo-sequence DRB1_1101. The binding affinity (normalized) is 0.533. (2) The peptide sequence is ENALSLLDKIYTSPLC. The MHC is HLA-DQA10102-DQB10602 with pseudo-sequence HLA-DQA10102-DQB10602. The binding affinity (normalized) is 0.638. (3) The peptide sequence is GCNRLKRMAVSGDDC. The MHC is HLA-DQA10601-DQB10402 with pseudo-sequence HLA-DQA10601-DQB10402. The binding affinity (normalized) is 0. (4) The peptide sequence is EEDIEIIPIQEEEY. The MHC is H-2-IAb with pseudo-sequence H-2-IAb. The binding affinity (normalized) is 0.